Dataset: Catalyst prediction with 721,799 reactions and 888 catalyst types from USPTO. Task: Predict which catalyst facilitates the given reaction. (1) Reactant: [O:1]=[S:2](Cl)Cl.[Cl:5][C:6]1[CH:7]=[C:8]([CH2:13][C@H:14]([NH:17][C:18](=[O:24])[O:19][C:20]([CH3:23])([CH3:22])[CH3:21])[CH2:15][OH:16])[CH:9]=[CH:10][C:11]=1[Cl:12].N1C=CC=CC=1. Product: [Cl:5][C:6]1[CH:7]=[C:8]([CH:9]=[CH:10][C:11]=1[Cl:12])[CH2:13][C@H:14]1[CH2:15][O:16][S:2](=[O:1])[N:17]1[C:18]([O:19][C:20]([CH3:21])([CH3:22])[CH3:23])=[O:24]. The catalyst class is: 10. (2) Reactant: [CH3:1][O:2][C:3](=[O:21])[C@H:4]([CH2:19][OH:20])[NH:5][C:6](=O)[C:7]1[CH:12]=[CH:11][C:10]([N+:13]([O-:15])=[O:14])=[C:9]([O:16][CH3:17])[CH:8]=1.CC[N+](S(N=C(OC)[O-])(=O)=O)(CC)CC. Product: [CH3:17][O:16][C:9]1[CH:8]=[C:7]([C:6]2[O:20][CH2:19][CH:4]([C:3]([O:2][CH3:1])=[O:21])[N:5]=2)[CH:12]=[CH:11][C:10]=1[N+:13]([O-:15])=[O:14]. The catalyst class is: 1.